This data is from Reaction yield outcomes from USPTO patents with 853,638 reactions. The task is: Predict the reaction yield, written as a fraction of the theoretical maximum amount of product (1.0 means a 100% yield; for example, 0.34 means a 34% yield). (1) The catalyst is CCO. The yield is 0.300. The product is [F:19][C:20]1[CH:21]=[CH:22][C:23]2[N:24]([CH:2]=[C:3]([CH2:4][CH2:5][C:6]#[C:7][Si:8]([CH3:11])([CH3:10])[CH3:9])[N:26]=2)[CH:25]=1. The reactants are Br[CH2:2][C:3](=O)[CH2:4][CH2:5][C:6]#[C:7][Si:8]([CH3:11])([CH3:10])[CH3:9].C(=O)([O-])[O-].[K+].[K+].[F:19][C:20]1[CH:21]=[CH:22][C:23]([NH2:26])=[N:24][CH:25]=1. (2) The reactants are N#N.Br[C:4]1[CH:9]=[CH:8][C:7]([OH:10])=[C:6]([CH3:11])[CH:5]=1.[CH:12]([C:14]1[O:15][C:16](B(O)O)=[CH:17][CH:18]=1)=[O:13].C([O-])([O-])=O.[Na+].[Na+]. The catalyst is CC#N.C1C=CC([P]([Pd]([P](C2C=CC=CC=2)(C2C=CC=CC=2)C2C=CC=CC=2)([P](C2C=CC=CC=2)(C2C=CC=CC=2)C2C=CC=CC=2)[P](C2C=CC=CC=2)(C2C=CC=CC=2)C2C=CC=CC=2)(C2C=CC=CC=2)C2C=CC=CC=2)=CC=1. The product is [OH:10][C:7]1[CH:8]=[CH:9][C:4]([C:16]2[O:15][C:14]([CH:12]=[O:13])=[CH:18][CH:17]=2)=[CH:5][C:6]=1[CH3:11]. The yield is 0.470. (3) The reactants are [C:1]1([C:7]2[C:25]([C:26]3[CH:31]=[CH:30][C:29]([C:32]4([NH:36]C(=O)OC(C)(C)C)[CH2:35][CH2:34][CH2:33]4)=[CH:28][CH:27]=3)=[N:24][C:10]3[O:11][CH2:12][C:13]4[N:14]([C:15](C5C=CC=CN=5)=[N:16][N:17]=4)[C:9]=3[CH:8]=2)[CH:6]=[CH:5][CH:4]=[CH:3][CH:2]=1.[C:44](O)([C:46](F)(F)F)=O. The catalyst is ClCCl. The product is [C:1]1([C:7]2[C:25]([C:26]3[CH:31]=[CH:30][C:29]([C:32]4([NH2:36])[CH2:35][CH2:34][CH2:33]4)=[CH:28][CH:27]=3)=[N:24][C:10]3[O:11][CH2:12][C:13]4[N:14]([C:15]([C:12]5[CH:13]=[N:14][CH:9]=[CH:44][CH:46]=5)=[N:16][N:17]=4)[C:9]=3[CH:8]=2)[CH:2]=[CH:3][CH:4]=[CH:5][CH:6]=1. The yield is 0.560. (4) The reactants are [CH:1]([C:4]1[CH:10]=[CH:9][CH:8]=[CH:7][C:5]=1[NH2:6])([CH3:3])[CH3:2].[O-]S([O-])(=O)=O.[Na+].[Na+].Cl.Cl[C:20](Cl)(Cl)[CH:21]([OH:23])O.Cl.[NH2:27][OH:28]. The catalyst is O. The product is [OH:28][N:27]=[CH:20][C:21]([NH:6][C:5]1[CH:7]=[CH:8][CH:9]=[CH:10][C:4]=1[CH:1]([CH3:3])[CH3:2])=[O:23]. The yield is 0.540. (5) The reactants are [CH3:1][O:2][C:3]1[CH:4]=[C:5]([CH:11]=[CH:12][C:13]=1[O:14][CH2:15][CH2:16][NH:17][CH2:18][CH2:19][C:20](=[O:41])[CH2:21][C:22]1[CH:27]=[CH:26][C:25]([NH:28][C:29]([NH:31][C:32]2[CH:37]=[CH:36][CH:35]=[CH:34][C:33]=2[F:38])=[O:30])=[C:24]([O:39][CH3:40])[CH:23]=1)[C:6]([O:8]CC)=[O:7].[OH-].[Na+].Cl. The catalyst is C1COCC1. The product is [CH3:1][O:2][C:3]1[CH:4]=[C:5]([CH:11]=[CH:12][C:13]=1[O:14][CH2:15][CH2:16][NH:17][CH2:18][CH2:19][C:20](=[O:41])[CH2:21][C:22]1[CH:27]=[CH:26][C:25]([NH:28][C:29]([NH:31][C:32]2[CH:37]=[CH:36][CH:35]=[CH:34][C:33]=2[F:38])=[O:30])=[C:24]([O:39][CH3:40])[CH:23]=1)[C:6]([OH:8])=[O:7]. The yield is 0.460. (6) The reactants are [Cl:1][C:2]1[N:10]=[CH:9][C:8]2[NH:7][C:6]3[N:11]=[CH:12][C:13]([F:16])=[C:14](I)[C:5]=3[C:4]=2[CH:3]=1.C[O:18][C:19]([C:21]1[CH:26]=[CH:25][C:24](B2OC(C)(C)C(C)(C)O2)=[CH:23][CH:22]=1)=[O:20].C(=O)([O-])[O-].[Cs+].[Cs+].[OH-].[Na+]. The catalyst is O1CCOCC1.O.C(OCC)(=O)C. The product is [F:16][C:13]1[C:14]([C:24]2[CH:25]=[CH:26][C:21]([C:19]([OH:20])=[O:18])=[CH:22][CH:23]=2)=[C:5]2[C:4]3[C:8](=[CH:9][N:10]=[C:2]([Cl:1])[CH:3]=3)[NH:7][C:6]2=[N:11][CH:12]=1. The yield is 0.880. (7) The reactants are Cl.[F:2][C:3]([F:34])([F:33])[C:4]1[CH:5]=[C:6]([NH:14][C:15](=[O:32])[C:16]2[CH:21]=[C:20]([C:22]3[CH:27]=[CH:26][CH:25]=[CH:24][N:23]=3)[CH:19]=[CH:18][C:17]=2[O:28]COC)[CH:7]=[C:8]([C:10]([F:13])([F:12])[F:11])[CH:9]=1.C(=O)([O-])O.[Na+]. The catalyst is CO. The product is [F:34][C:3]([F:2])([F:33])[C:4]1[CH:5]=[C:6]([NH:14][C:15](=[O:32])[C:16]2[CH:21]=[C:20]([C:22]3[CH:27]=[CH:26][CH:25]=[CH:24][N:23]=3)[CH:19]=[CH:18][C:17]=2[OH:28])[CH:7]=[C:8]([C:10]([F:11])([F:12])[F:13])[CH:9]=1. The yield is 0.472.